Predict the reactants needed to synthesize the given product. From a dataset of Full USPTO retrosynthesis dataset with 1.9M reactions from patents (1976-2016). (1) Given the product [O:20]=[C:19]1[C@@H:14]2[CH2:15][N:16]([C:34]([NH:33][C:32]3[N:28]([C:22]4[CH:23]=[CH:24][CH:25]=[CH:26][CH:27]=4)[N:29]=[CH:30][CH:31]=3)=[O:35])[CH2:17][CH2:18][N:13]2[C:12](=[O:21])[N:11]1[C@H:9]1[CH2:10][C@@H:8]1[C:2]1[CH:7]=[CH:6][CH:5]=[CH:4][CH:3]=1, predict the reactants needed to synthesize it. The reactants are: Cl.[C:2]1([C@H:8]2[CH2:10][C@@H:9]2[N:11]2[C:19](=[O:20])[C@@H:14]3[CH2:15][NH:16][CH2:17][CH2:18][N:13]3[C:12]2=[O:21])[CH:7]=[CH:6][CH:5]=[CH:4][CH:3]=1.[C:22]1([N:28]2[C:32]([NH:33][C:34](=O)[O:35]C3C=CC=CC=3)=[CH:31][CH:30]=[N:29]2)[CH:27]=[CH:26][CH:25]=[CH:24][CH:23]=1. (2) Given the product [F:1][C:2]1[CH:26]=[CH:25][CH:24]=[C:23]([F:27])[C:3]=1[CH2:4][O:5][C:6]1[C:7]2[N:8]([C:12]([C:16]([NH:18][C@@H:19]([CH3:22])[CH:20]=[O:21])=[O:17])=[C:13]([CH3:15])[N:14]=2)[CH:9]=[CH:10][CH:11]=1, predict the reactants needed to synthesize it. The reactants are: [F:1][C:2]1[CH:26]=[CH:25][CH:24]=[C:23]([F:27])[C:3]=1[CH2:4][O:5][C:6]1[C:7]2[N:8]([C:12]([C:16]([NH:18][C@@H:19]([CH3:22])[CH2:20][OH:21])=[O:17])=[C:13]([CH3:15])[N:14]=2)[CH:9]=[CH:10][CH:11]=1.CC(OI1(OC(C)=O)(OC(C)=O)OC(=O)C2C=CC=CC1=2)=O.N1C=CC=CC=1. (3) Given the product [F:6][C:7]1[CH:13]=[CH:12][CH:11]=[C:10]2[C:8]=1[N:9]=[CH:15][CH:14]=[C:16]2[CH3:18], predict the reactants needed to synthesize it. The reactants are: OS(O)(=O)=O.[F:6][C:7]1[CH:13]=[CH:12][CH:11]=[CH:10][C:8]=1[NH2:9].[CH:14]([C:16]([CH3:18])=O)=[CH2:15]. (4) Given the product [F:15][C:16]1[CH:21]=[CH:20][C:19]([CH2:22][O:1][C:2]2[N:6]([C:7]3[CH:12]=[C:11]([C:13]#[N:14])[CH:10]=[CH:9][N:8]=3)[N:5]=[CH:4][CH:3]=2)=[C:18]([O:24][CH2:25][C:26]2[CH:27]=[CH:28][C:29]([F:32])=[CH:30][CH:31]=2)[CH:17]=1, predict the reactants needed to synthesize it. The reactants are: [OH:1][C:2]1[N:6]([C:7]2[CH:12]=[C:11]([C:13]#[N:14])[CH:10]=[CH:9][N:8]=2)[N:5]=[CH:4][CH:3]=1.[F:15][C:16]1[CH:21]=[CH:20][C:19]([CH2:22]O)=[C:18]([O:24][CH2:25][C:26]2[CH:31]=[CH:30][C:29]([F:32])=[CH:28][CH:27]=2)[CH:17]=1. (5) Given the product [F:18][C:19]1[CH:26]=[CH:25][C:22]([CH2:23][NH2:24])=[CH:21][CH:20]=1.[F:18][C:19]1[CH:26]=[CH:25][C:22]([CH2:23][NH:24][C:3]([C:5]2[N:6]=[C:7]3[C:15]([C:16]#[N:17])=[CH:14][NH:13][N:8]3[C:9](=[O:12])[C:10]=2[OH:11])=[O:4])=[CH:21][CH:20]=1, predict the reactants needed to synthesize it. The reactants are: CO[C:3]([C:5]1[N:6]=[C:7]2[C:15]([C:16]#[N:17])=[CH:14][NH:13][N:8]2[C:9](=[O:12])[C:10]=1[OH:11])=[O:4].[F:18][C:19]1[CH:26]=[CH:25][C:22]([CH2:23][NH2:24])=[CH:21][CH:20]=1. (6) Given the product [CH3:24][O:23][C:13]1[C:11]2[N:12]=[C:8]([NH:7][C:6]([N:26]3[CH2:31][CH2:30][S:29][CH2:28][CH2:27]3)=[O:5])[S:9][C:10]=2[C:16]([C:17]2[CH:22]=[CH:21][CH:20]=[CH:19][CH:18]=2)=[CH:15][CH:14]=1, predict the reactants needed to synthesize it. The reactants are: C([O:5][C:6](=O)[NH:7][C:8]1[S:9][C:10]2[C:16]([C:17]3[CH:22]=[CH:21][CH:20]=[CH:19][CH:18]=3)=[CH:15][CH:14]=[C:13]([O:23][CH3:24])[C:11]=2[N:12]=1)(C)(C)C.[NH:26]1[CH2:31][CH2:30][S:29][CH2:28][CH2:27]1. (7) Given the product [CH3:1][C:2]([C:12]1[CH:17]=[CH:16][CH:15]=[CH:14][C:13]=1[CH:18]=[O:24])([CH3:11])[CH2:3][C@:4]1([C:7]([F:10])([F:9])[F:8])[CH2:6][O:5]1, predict the reactants needed to synthesize it. The reactants are: [CH3:1][C:2]([C:12]1[CH:17]=[CH:16][CH:15]=[CH:14][C:13]=1[CH:18]=C)([CH3:11])[CH2:3][C@:4]1([C:7]([F:10])([F:9])[F:8])[CH2:6][O:5]1.C[N+]1([O-])CC[O:24]CC1.I([O-])(=O)(=O)=O.[Na+].O. (8) Given the product [CH3:63][S:64]([C:67]1[CH:73]=[CH:72][C:70]([NH:71][C:30]([CH:20]2[NH:19][CH:18]([CH2:33][C:34]([CH3:35])([CH3:36])[CH3:37])[C:17]3([C:12]4[C:13](=[CH:14][C:9]([Cl:8])=[CH:10][CH:11]=4)[NH:15][C:16]3=[O:38])[CH:21]2[C:22]2[CH:27]=[CH:26][CH:25]=[C:24]([Cl:28])[C:23]=2[F:29])=[O:32])=[CH:69][CH:68]=1)(=[O:65])=[O:66], predict the reactants needed to synthesize it. The reactants are: FC(F)(F)C(O)=O.[Cl:8][C:9]1[CH:14]=[C:13]2[NH:15][C:16](=[O:38])[C:17]3([CH:21]([C:22]4[CH:27]=[CH:26][CH:25]=[C:24]([Cl:28])[C:23]=4[F:29])[CH:20]([C:30]([OH:32])=O)[NH:19][CH:18]3[CH2:33][C:34]([CH3:37])([CH3:36])[CH3:35])[C:12]2=[CH:11][CH:10]=1.C(N(C(C)C)CC)(C)C.C1(P(Cl)(C2C=CC=CC=2)=O)C=CC=CC=1.[CH3:63][S:64]([C:67]1[CH:73]=[CH:72][C:70]([NH2:71])=[CH:69][CH:68]=1)(=[O:66])=[O:65].